This data is from Catalyst prediction with 721,799 reactions and 888 catalyst types from USPTO. The task is: Predict which catalyst facilitates the given reaction. (1) Reactant: [C:1]1([CH2:7][C:8]([OH:10])=O)[CH:6]=[CH:5][CH:4]=[CH:3][CH:2]=1.[NH:11]1[C:15]2[CH:16]=[CH:17][CH:18]=[CH:19][C:14]=2[N:13]=[N:12]1.S(Cl)(Cl)=O. Product: [N:11]1([C:8](=[O:10])[CH2:7][C:1]2[CH:2]=[CH:3][CH:4]=[CH:5][CH:6]=2)[C:15]2[CH:16]=[CH:17][CH:18]=[CH:19][C:14]=2[N:13]=[N:12]1. The catalyst class is: 4. (2) Reactant: [N+:1]([C:4]1[CH:12]=[CH:11][C:7]2[N:8]=C[S:10][C:6]=2[CH:5]=1)([O-:3])=[O:2].O.NN. Product: [NH2:8][C:7]1[CH:11]=[CH:12][C:4]([N+:1]([O-:3])=[O:2])=[CH:5][C:6]=1[SH:10]. The catalyst class is: 14. (3) Reactant: Br[C:2]1([Cl:8])[CH:7]=[CH:6][CH:5]=[N:4][CH2:3]1.[B:9]1([B:9]2[O:13][C:12]([CH3:15])([CH3:14])[C:11]([CH3:17])([CH3:16])[O:10]2)[O:13][C:12]([CH3:15])([CH3:14])[C:11]([CH3:17])([CH3:16])[O:10]1.C([O-])(=O)C.[K+]. Product: [Cl:8][C:2]1[CH:3]=[N:4][CH:5]=[C:6]([B:9]2[O:13][C:12]([CH3:15])([CH3:14])[C:11]([CH3:17])([CH3:16])[O:10]2)[CH:7]=1. The catalyst class is: 431. (4) Reactant: [OH:1][C:2]1[C:11]2[C:6](=[CH:7][CH:8]=[CH:9][CH:10]=2)[C@@:5]([CH3:17])([CH2:12][CH2:13][CH:14]([CH3:16])[CH3:15])[C:4](=[O:18])[C:3]=1[C:19]1[NH:24][C:23]2[CH:25]=[CH:26][C:27]([NH:29][S:30]([C:33]3[C:42]4[C:37](=[CH:38][CH:39]=[CH:40][CH:41]=4)[CH:36]=[CH:35][CH:34]=3)(=[O:32])=[O:31])=[CH:28][C:22]=2[S:21](=[O:44])(=[O:43])[N:20]=1.[OH-].[Na+:46]. Product: [CH3:17][C@@:5]1([CH2:12][CH2:13][CH:14]([CH3:16])[CH3:15])[C:6]2[C:11](=[CH:10][CH:9]=[CH:8][CH:7]=2)[C:2]([O-:1])=[C:3]([C:19]2[NH:24][C:23]3[CH:25]=[CH:26][C:27]([NH:29][S:30]([C:33]4[C:42]5[C:37](=[CH:38][CH:39]=[CH:40][CH:41]=5)[CH:36]=[CH:35][CH:34]=4)(=[O:32])=[O:31])=[CH:28][C:22]=3[S:21](=[O:44])(=[O:43])[N:20]=2)[C:4]1=[O:18].[Na+:46]. The catalyst class is: 6. (5) Reactant: [NH2:1][N:2]1[C:7](=[O:8])[C:6]([CH3:9])=[N:5][N:4]=[C:3]1[SH:10].[OH-].[Na+].[CH2:13](Cl)[C:14]1[CH:19]=[CH:18][CH:17]=[CH:16][CH:15]=1. Product: [NH2:1][N:2]1[C:7](=[O:8])[C:6]([CH3:9])=[N:5][N:4]=[C:3]1[S:10][CH2:13][C:14]1[CH:19]=[CH:18][CH:17]=[CH:16][CH:15]=1. The catalyst class is: 97.